Predict the product of the given reaction. From a dataset of Forward reaction prediction with 1.9M reactions from USPTO patents (1976-2016). (1) Given the reactants [CH3:1][S:2]([C:5]1[C:6]([C:11]([OH:13])=O)=[N:7][CH:8]=[CH:9][CH:10]=1)(=[O:4])=[O:3].F[P-](F)(F)(F)(F)F.N1(OC(N(C)C)=[N+](C)C)C2N=CC=CC=2N=N1.CCN(C(C)C)C(C)C.[NH:47]1[C:55]2[C:50](=[C:51]([C:56]3[CH:57]=[C:58]([NH2:65])[C:59]4[CH:60]=[N:61][NH:62][C:63]=4[CH:64]=3)[CH:52]=[CH:53][CH:54]=2)[CH:49]=[CH:48]1, predict the reaction product. The product is: [NH:47]1[C:55]2[C:50](=[C:51]([C:56]3[CH:64]=[C:63]4[C:59]([CH:60]=[N:61][NH:62]4)=[C:58]([NH:65][C:11]([C:6]4[C:5]([S:2]([CH3:1])(=[O:3])=[O:4])=[CH:10][CH:9]=[CH:8][N:7]=4)=[O:13])[CH:57]=3)[CH:52]=[CH:53][CH:54]=2)[CH:49]=[CH:48]1. (2) Given the reactants Cl.[C:2]([C:6]1[CH:26]=[CH:25][C:9]([C:10]([NH:12][C:13](=[S:24])NC2C=CC(NC)=CC=2Cl)=[O:11])=[CH:8][CH:7]=1)([CH3:5])([CH3:4])[CH3:3].[C:27]([O:31][C:32](=[O:43])[NH:33][C:34]1[CH:39]=[CH:38][C:37]([NH2:40])=[CH:36][C:35]=1[O:41][CH3:42])([CH3:30])([CH3:29])[CH3:28], predict the reaction product. The product is: [C:2]([C:6]1[CH:26]=[CH:25][C:9]([C:10]([NH:12][C:13]([NH:40][C:37]2[CH:38]=[CH:39][C:34]([NH:33][C:32](=[O:43])[O:31][C:27]([CH3:30])([CH3:29])[CH3:28])=[C:35]([O:41][CH3:42])[CH:36]=2)=[S:24])=[O:11])=[CH:8][CH:7]=1)([CH3:5])([CH3:3])[CH3:4]. (3) Given the reactants [C:1]([C:5]1[CH:10]=[CH:9][C:8]([N:11]2[C:15](=[O:16])[C:14]([CH3:18])([CH3:17])[N:13]([CH2:19][C:20]3[CH:25]=[CH:24][N:23]4[O:26][C:27](=S)[N:28]=[C:22]4[CH:21]=3)[C:12]2=[O:30])=[CH:7][CH:6]=1)([CH3:4])([CH3:3])[CH3:2].[NH:31]1[CH2:36][CH2:35][O:34][CH2:33][CH2:32]1, predict the reaction product. The product is: [C:1]([C:5]1[CH:10]=[CH:9][C:8]([N:11]2[C:15](=[O:16])[C:14]([CH3:18])([CH3:17])[N:13]([CH2:19][C:20]3[CH:25]=[CH:24][N:23]=[C:22]([NH:28][C:27]([N:31]4[CH2:36][CH2:35][O:34][CH2:33][CH2:32]4)=[O:26])[CH:21]=3)[C:12]2=[O:30])=[CH:7][CH:6]=1)([CH3:4])([CH3:3])[CH3:2]. (4) Given the reactants [F:1][C:2]([F:13])([F:12])[CH2:3][O:4][C:5]1[N:10]=[CH:9][C:8]([NH2:11])=[CH:7][CH:6]=1.[NH:14]1[C:22]2[C:17](=[CH:18][C:19]([CH2:23][C:24](O)=[O:25])=[CH:20][CH:21]=2)[CH:16]=[CH:15]1.N, predict the reaction product. The product is: [NH:14]1[C:22]2[C:17](=[CH:18][C:19]([CH2:23][C:24]([NH:11][C:8]3[CH:9]=[N:10][C:5]([O:4][CH2:3][C:2]([F:1])([F:12])[F:13])=[CH:6][CH:7]=3)=[O:25])=[CH:20][CH:21]=2)[CH:16]=[CH:15]1. (5) Given the reactants Cl[C:2]1[CH:9]=[CH:8][C:7]([N+:10]([O-])=O)=[CH:6][C:3]=1[C:4]#[N:5].[O:13]1[CH2:18][CH2:17][CH:16]([N:19]2[CH2:24][CH2:23][NH:22][CH2:21][CH2:20]2)[CH2:15][CH2:14]1, predict the reaction product. The product is: [NH2:10][C:7]1[CH:8]=[CH:9][C:2]([N:22]2[CH2:21][CH2:20][N:19]([CH:16]3[CH2:17][CH2:18][O:13][CH2:14][CH2:15]3)[CH2:24][CH2:23]2)=[C:3]([CH:6]=1)[C:4]#[N:5]. (6) Given the reactants [Br:1][C:2]1[CH:3]=[CH:4][C:5]([NH:8][C@@H:9]2[CH2:14][CH2:13][CH2:12][NH:11][C@H:10]2[CH3:15])=[N:6][CH:7]=1.CCN(C(C)C)[CH:19]([CH3:21])[CH3:20].CN(C(O[N:33]1[N:41]=[N:40][C:35]2C=CC=N[C:34]1=2)=[N+](C)C)C.F[P-](F)(F)(F)(F)F.[CH2:49]1[CH2:53][O:52][CH2:51][CH2:50]1, predict the reaction product. The product is: [N:40]1[N:41]([C:20]2[CH:19]=[CH:21][CH:51]=[CH:50][C:49]=2[C:53]([N:11]2[CH2:12][CH2:13][CH2:14][C@@H:9]([NH:8][C:5]3[CH:4]=[CH:3][C:2]([Br:1])=[CH:7][N:6]=3)[C@@H:10]2[CH3:15])=[O:52])[N:33]=[CH:34][CH:35]=1.